From a dataset of Catalyst prediction with 721,799 reactions and 888 catalyst types from USPTO. Predict which catalyst facilitates the given reaction. (1) Reactant: [CH3:1][C:2]([O:5][CH2:6][C:7]1[C:11]([CH2:12]O)=[C:10]([CH:14]([CH3:16])[CH3:15])[O:9][N:8]=1)([CH3:4])[CH3:3].S(Cl)([Cl:19])=O. Product: [Cl:19][CH2:12][C:11]1[C:7]([CH2:6][O:5][C:2]([CH3:4])([CH3:3])[CH3:1])=[N:8][O:9][C:10]=1[CH:14]([CH3:16])[CH3:15]. The catalyst class is: 4. (2) Product: [Br:23][C:21]1[CH:20]=[CH:19][C:18]([O:24][CH2:25][CH:26]2[CH2:31][CH2:30][CH2:29][CH2:28][CH2:27]2)=[C:17]([C:12]2[N:11]([C:7]3[CH:6]=[C:5]([CH:10]=[CH:9][CH:8]=3)[C:4]([OH:32])=[O:3])[C:15]([CH3:16])=[CH:14][CH:13]=2)[CH:22]=1. Reactant: C([O:3][C:4](=[O:32])[C:5]1[CH:10]=[CH:9][CH:8]=[C:7]([N:11]2[C:15]([CH3:16])=[CH:14][CH:13]=[C:12]2[C:17]2[CH:22]=[C:21]([Br:23])[CH:20]=[CH:19][C:18]=2[O:24][CH2:25][CH:26]2[CH2:31][CH2:30][CH2:29][CH2:28][CH2:27]2)[CH:6]=1)C.C(O)C. The catalyst class is: 13.